Dataset: Full USPTO retrosynthesis dataset with 1.9M reactions from patents (1976-2016). Task: Predict the reactants needed to synthesize the given product. (1) Given the product [N:36]([CH2:12][C@H:13]1[CH2:22][CH2:21][C:20]2[C:15](=[C:16]([C:24]3[CH:29]=[CH:28][CH:27]=[CH:26][C:25]=3[C:30]3[CH:35]=[CH:34][CH:33]=[CH:32][CH:31]=3)[CH:17]=[C:18]([F:23])[CH:19]=2)[O:14]1)=[N+:37]=[N-:38], predict the reactants needed to synthesize it. The reactants are: CC1C=CC(S(O[CH2:12][C@H:13]2[CH2:22][CH2:21][C:20]3[C:15](=[C:16]([C:24]4[CH:29]=[CH:28][CH:27]=[CH:26][C:25]=4[C:30]4[CH:35]=[CH:34][CH:33]=[CH:32][CH:31]=4)[CH:17]=[C:18]([F:23])[CH:19]=3)[O:14]2)(=O)=O)=CC=1.[N-:36]=[N+:37]=[N-:38].[Na+]. (2) Given the product [N+:10]([C:7]1[CH:8]=[CH:9][C:2]([N:13]2[CH:17]=[N:16][CH:15]=[N:14]2)=[C:3]([CH:6]=1)[C:4]#[N:5])([O-:12])=[O:11], predict the reactants needed to synthesize it. The reactants are: F[C:2]1[CH:9]=[CH:8][C:7]([N+:10]([O-:12])=[O:11])=[CH:6][C:3]=1[C:4]#[N:5].[NH:13]1[CH:17]=[N:16][CH:15]=[N:14]1.C(=O)([O-])[O-].[Cs+].[Cs+].O. (3) Given the product [F:32][C:26]1[CH:27]=[CH:28][CH:29]=[C:30]([F:31])[C:25]=1[NH:24][C:22](=[O:23])[C:21]1[CH:33]=[C:17]([C:9]2[N:10]=[C:11]3[CH:16]=[CH:15][CH:14]=[CH:13][N:12]3[C:8]=2[C:6]2[CH:5]=[CH:4][N:3]=[C:2]([NH:42][C:41]3[CH:43]=[C:37]([F:36])[C:38]([CH2:46][CH2:47][N:48]4[CH2:53][CH2:52][O:51][CH2:50][CH2:49]4)=[CH:39][C:40]=3[O:44][CH3:45])[N:7]=2)[CH:18]=[CH:19][C:20]=1[O:34][CH3:35], predict the reactants needed to synthesize it. The reactants are: Cl[C:2]1[N:7]=[C:6]([C:8]2[N:12]3[CH:13]=[CH:14][CH:15]=[CH:16][C:11]3=[N:10][C:9]=2[C:17]2[CH:18]=[CH:19][C:20]([O:34][CH3:35])=[C:21]([CH:33]=2)[C:22]([NH:24][C:25]2[C:30]([F:31])=[CH:29][CH:28]=[CH:27][C:26]=2[F:32])=[O:23])[CH:5]=[CH:4][N:3]=1.[F:36][C:37]1[C:38]([CH2:46][CH2:47][N:48]2[CH2:53][CH2:52][O:51][CH2:50][CH2:49]2)=[CH:39][C:40]([O:44][CH3:45])=[C:41]([CH:43]=1)[NH2:42].C1(C)C=CC(S(O)(=O)=O)=CC=1.C[O-].[Na+].